Dataset: Forward reaction prediction with 1.9M reactions from USPTO patents (1976-2016). Task: Predict the product of the given reaction. (1) The product is: [I:15][C:12]1[CH:11]=[C:10]2[C:5]([CH2:6][CH2:7][C:8](=[O:14])[N:9]2[CH3:13])=[CH:4][C:3]=1[O:2][CH3:1]. Given the reactants [CH3:1][O:2][C:3]1[CH:4]=[C:5]2[C:10](=[CH:11][CH:12]=1)[N:9]([CH3:13])[C:8](=[O:14])[CH2:7][CH2:6]2.[I:15]I, predict the reaction product. (2) Given the reactants [F:1][C:2]([F:26])([F:25])[C:3]1[N:8]2[N:9]=[CH:10][C:11]([C:12](O)=[O:13])=[C:7]2[N:6]=[C:5]([C:15]2[CH:20]=[CH:19][C:18]([C:21]([F:24])([F:23])[F:22])=[CH:17][CH:16]=2)[CH:4]=1.[CH3:27][C:28]1[N:29]=[C:30]([NH2:43])[S:31][C:32]=1[S:33]([N:36]1[CH2:41][CH2:40][N:39]([CH3:42])[CH2:38][CH2:37]1)(=[O:35])=[O:34], predict the reaction product. The product is: [CH3:27][C:28]1[N:29]=[C:30]([NH:43][C:12]([C:11]2[CH:10]=[N:9][N:8]3[C:3]([C:2]([F:26])([F:25])[F:1])=[CH:4][C:5]([C:15]4[CH:20]=[CH:19][C:18]([C:21]([F:24])([F:22])[F:23])=[CH:17][CH:16]=4)=[N:6][C:7]=23)=[O:13])[S:31][C:32]=1[S:33]([N:36]1[CH2:41][CH2:40][N:39]([CH3:42])[CH2:38][CH2:37]1)(=[O:35])=[O:34]. (3) Given the reactants Cl[CH2:2][C:3]([NH:5][C:6]1[S:7][C:8]2[N:9]=[C:10]([N:15]([CH3:36])[C:16]3[CH:17]=[C:18]([NH:22][C:23](=[O:35])[C:24]4[CH:29]=[CH:28][CH:27]=[C:26]([C:30]([C:33]#[N:34])([CH3:32])[CH3:31])[CH:25]=4)[CH:19]=[CH:20][CH:21]=3)[N:11]=[CH:12][C:13]=2[N:14]=1)=[O:4].C(N(CC)CC)C.[NH:44]1[CH2:49][CH2:48][O:47][CH2:46][CH2:45]1.C(=O)([O-])O.[Na+], predict the reaction product. The product is: [C:33]([C:30]([C:26]1[CH:25]=[C:24]([CH:29]=[CH:28][CH:27]=1)[C:23]([NH:22][C:18]1[CH:19]=[CH:20][CH:21]=[C:16]([N:15]([CH3:36])[C:10]2[N:11]=[CH:12][C:13]3[N:14]=[C:6]([NH:5][C:3](=[O:4])[CH2:2][N:44]4[CH2:49][CH2:48][O:47][CH2:46][CH2:45]4)[S:7][C:8]=3[N:9]=2)[CH:17]=1)=[O:35])([CH3:32])[CH3:31])#[N:34]. (4) The product is: [OH:39][CH:38]1[CH2:37][CH2:36][CH2:35][N:34]([C:40]([O:42][CH2:43][C:44]2[CH:49]=[CH:48][CH:47]=[CH:46][CH:45]=2)=[O:41])[CH2:33][CH:32]1[NH:31][C:7](=[O:9])[C:2]1[CH:3]=[CH:4][CH:5]=[CH:6][N:1]=1. Given the reactants [N:1]1[CH:6]=[CH:5][CH:4]=[CH:3][C:2]=1[C:7]([OH:9])=O.CCN=C=NCCCN(C)C.C1C=CC2N(O)N=NC=2C=1.[NH2:31][CH:32]1[CH:38]([OH:39])[CH2:37][CH2:36][CH2:35][N:34]([C:40]([O:42][CH2:43][C:44]2[CH:49]=[CH:48][CH:47]=[CH:46][CH:45]=2)=[O:41])[CH2:33]1, predict the reaction product. (5) Given the reactants [NH:1]1[CH:5]=[C:4]([CH:6]=[O:7])[N:3]=[CH:2]1.[C:8](Cl)([C:21]1[CH:26]=[CH:25][CH:24]=[CH:23][CH:22]=1)([C:15]1[CH:20]=[CH:19][CH:18]=[CH:17][CH:16]=1)[C:9]1[CH:14]=[CH:13][CH:12]=[CH:11][CH:10]=1.C(N(CC)CC)C.O, predict the reaction product. The product is: [C:8]([N:1]1[CH:5]=[C:4]([CH:6]=[O:7])[N:3]=[CH:2]1)([C:9]1[CH:14]=[CH:13][CH:12]=[CH:11][CH:10]=1)([C:21]1[CH:22]=[CH:23][CH:24]=[CH:25][CH:26]=1)[C:15]1[CH:16]=[CH:17][CH:18]=[CH:19][CH:20]=1. (6) Given the reactants [OH:1][CH:2]([C:5]1[CH:6]=[C:7]2[C:12](=[CH:13][CH:14]=1)[NH:11][C:10](=[O:15])[C:9]([C:16]1[O:20][N:19]=[C:18]([CH3:21])[CH:17]=1)=[C:8]2[C:22]1[CH:27]=[CH:26][CH:25]=[CH:24][CH:23]=1)CO.I([O-])(=O)(=O)=O.[Na+].C(=O)(O)[O-].[Na+], predict the reaction product. The product is: [CH3:21][C:18]1[CH:17]=[C:16]([C:9]2[C:10](=[O:15])[NH:11][C:12]3[C:7]([C:8]=2[C:22]2[CH:27]=[CH:26][CH:25]=[CH:24][CH:23]=2)=[CH:6][C:5]([CH:2]=[O:1])=[CH:14][CH:13]=3)[O:20][N:19]=1. (7) Given the reactants [F:1][C:2]1[C:7]([O:8][CH2:9]OC)=[CH:6][N:5]=[C:4]([C:12]([O:14][CH3:15])=[O:13])[CH:3]=1.Cl.[CH2:17]1[CH2:21]OC[CH2:18]1, predict the reaction product. The product is: [CH:18]1([CH2:9][O:8][C:7]2[C:2]([F:1])=[CH:3][C:4]([C:12]([O:14][CH3:15])=[O:13])=[N:5][CH:6]=2)[CH2:17][CH2:21]1. (8) Given the reactants [CH3:1][C:2]1[NH:3][C:4]2[CH:10]=[CH:9][CH:8]=[CH:7][C:5]=2[N:6]=1.Cl[C:12]1[N:20]=[C:19]2[C:15]([N:16]=[C:17]([CH2:22][N:23]3[CH2:28][CH2:27][CH:26]([C:29]4([OH:33])[CH2:32][CH2:31][CH2:30]4)[CH2:25][CH2:24]3)[N:18]2[CH3:21])=[C:14]([N:34]2[CH2:39][CH2:38][O:37][CH2:36][CH2:35]2)[N:13]=1, predict the reaction product. The product is: [CH3:21][N:18]1[C:17]([CH2:22][N:23]2[CH2:28][CH2:27][CH:26]([C:29]3([OH:33])[CH2:30][CH2:31][CH2:32]3)[CH2:25][CH2:24]2)=[N:16][C:15]2[C:19]1=[N:20][C:12]([N:3]1[C:4]3[CH:10]=[CH:9][CH:8]=[CH:7][C:5]=3[N:6]=[C:2]1[CH3:1])=[N:13][C:14]=2[N:34]1[CH2:35][CH2:36][O:37][CH2:38][CH2:39]1. (9) Given the reactants [CH3:1][N:2]1[C:6]([C:7]([NH2:9])=O)=[C:5]([C:10]([F:13])([F:12])[F:11])[C:4]([CH3:14])=[N:3]1.C(N(CC)CC)C.ClC(Cl)(Cl)C(Cl)=O, predict the reaction product. The product is: [CH3:1][N:2]1[C:6]([C:7]#[N:9])=[C:5]([C:10]([F:11])([F:12])[F:13])[C:4]([CH3:14])=[N:3]1. (10) Given the reactants C([O:9][CH2:10][C:11]#[C:12][C:13](=O)[C:14]1[CH:19]=[CH:18][CH:17]=[CH:16][CH:15]=1)(=O)C1C=CC=CC=1.[CH3:21][NH:22][NH2:23].[OH-].[Li+], predict the reaction product. The product is: [CH3:21][N:22]1[C:11]([CH2:10][OH:9])=[CH:12][C:13]([C:14]2[CH:19]=[CH:18][CH:17]=[CH:16][CH:15]=2)=[N:23]1.